This data is from Catalyst prediction with 721,799 reactions and 888 catalyst types from USPTO. The task is: Predict which catalyst facilitates the given reaction. Reactant: [CH2:1]1[O:11][C:10]2[C:3](=[C:4]([CH:7]=[CH:8][CH:9]=2)[CH:5]=[O:6])[O:2]1.C(=O)([O-])[O-:13].[K+].[K+].OO. Product: [CH2:1]1[O:11][C:10]2[C:3](=[C:4]([CH:7]=[CH:8][CH:9]=2)[C:5]([OH:13])=[O:6])[O:2]1. The catalyst class is: 5.